The task is: Predict which catalyst facilitates the given reaction.. This data is from Catalyst prediction with 721,799 reactions and 888 catalyst types from USPTO. (1) Reactant: [CH2:1]([N:8]1[CH2:13][CH2:12][C:11]([CH2:23][NH2:24])([N:14]2[CH2:19][CH2:18][N:17]([CH:20]3[CH2:22][CH2:21]3)[CH2:16][CH2:15]2)[CH2:10][CH2:9]1)[C:2]1[CH:7]=[CH:6][CH:5]=[CH:4][CH:3]=1.Br[CH2:26][C:27]1[CH:36]=[CH:35][CH:34]=[CH:33][C:28]=1[C:29](OC)=[O:30].C(N(CC)CC)C. Product: [CH2:1]([N:8]1[CH2:13][CH2:12][C:11]([CH2:23][N:24]2[CH2:26][C:27]3[C:28](=[CH:33][CH:34]=[CH:35][CH:36]=3)[C:29]2=[O:30])([N:14]2[CH2:19][CH2:18][N:17]([CH:20]3[CH2:22][CH2:21]3)[CH2:16][CH2:15]2)[CH2:10][CH2:9]1)[C:2]1[CH:7]=[CH:6][CH:5]=[CH:4][CH:3]=1. The catalyst class is: 48. (2) Reactant: [N:1]1([C:5]([C:7]2[CH:35]=[CH:34][C:10]([O:11][C:12]3[CH:13]=[C:14]([CH:26]=[C:27]([O:29][C@@H:30]([CH3:33])[CH2:31][OH:32])[CH:28]=3)[C:15]([NH:17][C:18]3[CH:22]=[CH:21][N:20]([CH:23]([CH3:25])[CH3:24])[N:19]=3)=[O:16])=[C:9](Cl)[CH:8]=2)=[O:6])[CH2:4][CH2:3][CH2:2]1. Product: [N:1]1([C:5]([C:7]2[CH:35]=[CH:34][C:10]([O:11][C:12]3[CH:13]=[C:14]([CH:26]=[C:27]([O:29][C@@H:30]([CH3:33])[CH2:31][OH:32])[CH:28]=3)[C:15]([NH:17][C:18]3[CH:22]=[CH:21][N:20]([CH:23]([CH3:25])[CH3:24])[N:19]=3)=[O:16])=[CH:9][CH:8]=2)=[O:6])[CH2:4][CH2:3][CH2:2]1. The catalyst class is: 5.